This data is from Catalyst prediction with 721,799 reactions and 888 catalyst types from USPTO. The task is: Predict which catalyst facilitates the given reaction. (1) Reactant: [Cl:1][C:2]1[C:10]2[N:9]=[C:8]3[N:11]([C:15]4[CH:20]=[CH:19][C:18]([Cl:21])=[CH:17][C:16]=4[Cl:22])[CH2:12][CH2:13][CH2:14][N:7]3[C:6]=2[C:5]([CH:23]([OH:28])[C:24]([F:27])([F:26])[F:25])=[CH:4][CH:3]=1.[H-].[Na+].I[CH3:32]. Product: [Cl:1][C:2]1[C:10]2[N:9]=[C:8]3[N:11]([C:15]4[CH:20]=[CH:19][C:18]([Cl:21])=[CH:17][C:16]=4[Cl:22])[CH2:12][CH2:13][CH2:14][N:7]3[C:6]=2[C:5]([CH:23]([O:28][CH3:32])[C:24]([F:25])([F:26])[F:27])=[CH:4][CH:3]=1. The catalyst class is: 54. (2) Reactant: O[C:2]1[C:11]2[C:6](=[N:7][CH:8]=[CH:9][CH:10]=2)[N:5]([C:12]2[CH:17]=[CH:16][CH:15]=[CH:14][CH:13]=2)[C:4](=[O:18])[C:3]=1[C:19](=O)[CH2:20][CH2:21][C:22]1[CH:27]=[CH:26][CH:25]=[CH:24][C:23]=1[N+:28]([O-:30])=[O:29].O.[NH2:33][NH2:34].O. Product: [N+:28]([C:23]1[CH:24]=[CH:25][CH:26]=[CH:27][C:22]=1[CH2:21][CH2:20][C:19]1[C:3]2[C:4](=[O:18])[N:5]([C:12]3[CH:17]=[CH:16][CH:15]=[CH:14][CH:13]=3)[C:6]3[N:7]=[CH:8][CH:9]=[CH:10][C:11]=3[C:2]=2[NH:34][N:33]=1)([O-:30])=[O:29]. The catalyst class is: 3. (3) Reactant: [OH:1][C@@H:2]1[C@@H:10]([C@@H:11]([OH:16])[C:12]([F:15])([F:14])[F:13])[O:9][C@H:8]2[C@H:4]([N:5]=[C:6]([N:17]([CH3:25])[C:18](=[O:24])[O:19][C:20]([CH3:23])([CH3:22])[CH3:21])[S:7]2)[C@H:3]1[OH:26].C[Si]([N-][Si](C)(C)C)(C)C.[K+].F[C:38]1[CH:43]=[CH:42][C:41]([N+:44]([O-:46])=[O:45])=[CH:40][CH:39]=1. Product: [OH:1][C@@H:2]1[C@@H:10]([C@@H:11]([O:16][C:38]2[CH:43]=[CH:42][C:41]([N+:44]([O-:46])=[O:45])=[CH:40][CH:39]=2)[C:12]([F:14])([F:13])[F:15])[O:9][C@H:8]2[C@H:4]([N:5]=[C:6]([N:17]([CH3:25])[C:18](=[O:24])[O:19][C:20]([CH3:22])([CH3:23])[CH3:21])[S:7]2)[C@H:3]1[OH:26]. The catalyst class is: 3. (4) Product: [ClH:23].[CH2:1]([C:8]1([OH:22])[CH2:14][O:13][CH2:12][CH2:11][NH:10][CH2:9]1)[C:2]1[CH:3]=[CH:4][CH:5]=[CH:6][CH:7]=1. The catalyst class is: 12. Reactant: [CH2:1]([C:8]1([OH:22])[CH2:14][O:13][CH2:12][CH2:11][N:10](C(OC(C)(C)C)=O)[CH2:9]1)[C:2]1[CH:7]=[CH:6][CH:5]=[CH:4][CH:3]=1.[ClH:23].O1CCOCC1. (5) Reactant: Cl.[NH2:2][CH:3]([C:7]1[CH:12]=[CH:11][C:10]([Cl:13])=[C:9]([F:14])[CH:8]=1)[C:4]([OH:6])=[O:5].[OH-].[Na+].[C:17](O[C:17]([O:19][C:20]([CH3:23])([CH3:22])[CH3:21])=[O:18])([O:19][C:20]([CH3:23])([CH3:22])[CH3:21])=[O:18].C(=O)(O)[O-].[Na+]. Product: [C:20]([O:19][C:17]([NH:2][CH:3]([C:7]1[CH:12]=[CH:11][C:10]([Cl:13])=[C:9]([F:14])[CH:8]=1)[C:4]([OH:6])=[O:5])=[O:18])([CH3:23])([CH3:22])[CH3:21]. The catalyst class is: 38. (6) Reactant: [Br:1][C:2]1[CH:21]=[CH:20][C:5]2[C:6](=[O:19])[CH:7]([C:9](=[O:18])[C:10]3[CH:15]=[CH:14][C:13]([Cl:16])=[CH:12][C:11]=3[Cl:17])[O:8][C:4]=2[CH:3]=1.S(OC)(O[CH3:26])(=O)=O.C(=O)([O-])[O-].[Cs+].[Cs+]. Product: [Br:1][C:2]1[CH:21]=[CH:20][C:5]2[C:6]([O:19][CH3:26])=[C:7]([C:9]([C:10]3[CH:15]=[CH:14][C:13]([Cl:16])=[CH:12][C:11]=3[Cl:17])=[O:18])[O:8][C:4]=2[CH:3]=1. The catalyst class is: 21. (7) Reactant: [NH2:1][C:2]1[N:7]=[C:6]([C:8]([OH:10])=O)[CH:5]=[C:4]([C:11]2[O:12][CH:13]=[CH:14][CH:15]=2)[N:3]=1.[CH3:16][C:17]1[C:18]([CH2:23][NH2:24])=[N:19][CH:20]=[CH:21][CH:22]=1. Product: [NH2:1][C:2]1[N:7]=[C:6]([C:8]([NH:24][CH2:23][C:18]2[C:17]([CH3:16])=[CH:22][CH:21]=[CH:20][N:19]=2)=[O:10])[CH:5]=[C:4]([C:11]2[O:12][CH:13]=[CH:14][CH:15]=2)[N:3]=1. The catalyst class is: 3.